This data is from Full USPTO retrosynthesis dataset with 1.9M reactions from patents (1976-2016). The task is: Predict the reactants needed to synthesize the given product. (1) Given the product [N+:9]([CH2:12][CH:13]([C:15]1[CH:20]=[CH:19][CH:18]=[CH:17][N:16]=1)[CH3:14])([O-:11])=[O:10], predict the reactants needed to synthesize it. The reactants are: C1([SiH3])C=CC=CC=1.O.[N+:9](/[CH:12]=[C:13](/[C:15]1[CH:20]=[CH:19][CH:18]=[CH:17][N:16]=1)\[CH3:14])([O-:11])=[O:10]. (2) The reactants are: [NH2:1][C:2]1[CH:3]=[C:4]([OH:9])[CH:5]=[CH:6][C:7]=1[Cl:8].C([O:12][C:13](=O)[CH:14]([CH2:18][C:19]1[CH:24]=[CH:23][C:22]([Cl:25])=[CH:21][CH:20]=1)[C:15](=O)[CH3:16])C.C1(C)C=CC(S(O)(=O)=O)=CC=1. Given the product [Cl:8][C:7]1[CH:6]=[CH:5][C:4]([OH:9])=[C:3]2[C:2]=1[NH:1][C:15]([CH3:16])=[C:14]([CH2:18][C:19]1[CH:20]=[CH:21][C:22]([Cl:25])=[CH:23][CH:24]=1)[C:13]2=[O:12], predict the reactants needed to synthesize it. (3) Given the product [N:27]1[CH:32]=[CH:31][CH:30]=[CH:29][C:28]=1[S:33][C:1](=[O:7])[CH2:2][CH2:3][C:4]#[CH:5], predict the reactants needed to synthesize it. The reactants are: [C:1]([OH:7])(=O)[CH2:2][CH2:3][C:4]#[CH:5].C1(P(C2C=CC=CC=2)C2C=CC=CC=2)C=CC=CC=1.[N:27]1[CH:32]=[CH:31][CH:30]=[CH:29][C:28]=1[S:33][S:33][C:28]1[CH:29]=[CH:30][CH:31]=[CH:32][N:27]=1. (4) Given the product [CH3:35][N:36]([CH2:29][C:28]1[CH:31]=[CH:32][C:25]([CH2:24][N:21]2[CH2:20][CH2:19][CH:18]([CH2:17][CH2:16][N:6]3[C:5]([O:33][CH3:34])=[N:4][C:3]4[C:7]3=[N:8][C:9]([O:11][CH2:12][CH2:13][O:14][CH3:15])=[N:10][C:2]=4[NH2:1])[CH2:23][CH2:22]2)=[CH:26][CH:27]=1)[CH3:37], predict the reactants needed to synthesize it. The reactants are: [NH2:1][C:2]1[N:10]=[C:9]([O:11][CH2:12][CH2:13][O:14][CH3:15])[N:8]=[C:7]2[C:3]=1[N:4]=[C:5]([O:33][CH3:34])[N:6]2[CH2:16][CH2:17][CH:18]1[CH2:23][CH2:22][N:21]([CH2:24][C:25]2[CH:32]=[CH:31][C:28]([CH:29]=O)=[CH:27][CH:26]=2)[CH2:20][CH2:19]1.[CH3:35][NH:36][CH3:37].C(O[BH-](OC(=O)C)OC(=O)C)(=O)C.[Na+].C(=O)([O-])O.[Na+].